The task is: Regression. Given two drug SMILES strings and cell line genomic features, predict the synergy score measuring deviation from expected non-interaction effect.. This data is from NCI-60 drug combinations with 297,098 pairs across 59 cell lines. (1) Cell line: HS 578T. Drug 2: CN1C(=O)N2C=NC(=C2N=N1)C(=O)N. Drug 1: C1CCC(C1)C(CC#N)N2C=C(C=N2)C3=C4C=CNC4=NC=N3. Synergy scores: CSS=-1.73, Synergy_ZIP=3.32, Synergy_Bliss=4.59, Synergy_Loewe=-2.07, Synergy_HSA=-1.50. (2) Drug 1: C1C(C(OC1N2C=C(C(=O)NC2=O)F)CO)O. Drug 2: CC1=C(N=C(N=C1N)C(CC(=O)N)NCC(C(=O)N)N)C(=O)NC(C(C2=CN=CN2)OC3C(C(C(C(O3)CO)O)O)OC4C(C(C(C(O4)CO)O)OC(=O)N)O)C(=O)NC(C)C(C(C)C(=O)NC(C(C)O)C(=O)NCCC5=NC(=CS5)C6=NC(=CS6)C(=O)NCCC[S+](C)C)O. Cell line: HCT116. Synergy scores: CSS=42.9, Synergy_ZIP=-4.62, Synergy_Bliss=-1.68, Synergy_Loewe=-2.35, Synergy_HSA=1.33. (3) Drug 1: CCC1=CC2CC(C3=C(CN(C2)C1)C4=CC=CC=C4N3)(C5=C(C=C6C(=C5)C78CCN9C7C(C=CC9)(C(C(C8N6C)(C(=O)OC)O)OC(=O)C)CC)OC)C(=O)OC.C(C(C(=O)O)O)(C(=O)O)O. Drug 2: CN(CC1=CN=C2C(=N1)C(=NC(=N2)N)N)C3=CC=C(C=C3)C(=O)NC(CCC(=O)O)C(=O)O. Cell line: HL-60(TB). Synergy scores: CSS=80.0, Synergy_ZIP=2.62, Synergy_Bliss=3.57, Synergy_Loewe=-10.6, Synergy_HSA=1.80. (4) Drug 1: CC12CCC3C(C1CCC2=O)CC(=C)C4=CC(=O)C=CC34C. Drug 2: C1C(C(OC1N2C=NC(=NC2=O)N)CO)O. Cell line: A498. Synergy scores: CSS=44.3, Synergy_ZIP=3.01, Synergy_Bliss=3.09, Synergy_Loewe=3.45, Synergy_HSA=2.73. (5) Drug 1: C1CCC(C1)C(CC#N)N2C=C(C=N2)C3=C4C=CNC4=NC=N3. Drug 2: CCC1(CC2CC(C3=C(CCN(C2)C1)C4=CC=CC=C4N3)(C5=C(C=C6C(=C5)C78CCN9C7C(C=CC9)(C(C(C8N6C)(C(=O)OC)O)OC(=O)C)CC)OC)C(=O)OC)O.OS(=O)(=O)O. Cell line: SNB-75. Synergy scores: CSS=23.1, Synergy_ZIP=-4.80, Synergy_Bliss=-1.84, Synergy_Loewe=-37.8, Synergy_HSA=-4.82. (6) Drug 1: C(CC(=O)O)C(=O)CN.Cl. Drug 2: CC1C(C(CC(O1)OC2CC(CC3=C2C(=C4C(=C3O)C(=O)C5=C(C4=O)C(=CC=C5)OC)O)(C(=O)CO)O)N)O.Cl. Cell line: OVCAR3. Synergy scores: CSS=26.4, Synergy_ZIP=-4.57, Synergy_Bliss=-7.32, Synergy_Loewe=-9.68, Synergy_HSA=-5.98. (7) Drug 1: CN1CCC(CC1)COC2=C(C=C3C(=C2)N=CN=C3NC4=C(C=C(C=C4)Br)F)OC. Drug 2: CC(C)(C#N)C1=CC(=CC(=C1)CN2C=NC=N2)C(C)(C)C#N. Cell line: MOLT-4. Synergy scores: CSS=9.55, Synergy_ZIP=-0.0445, Synergy_Bliss=6.06, Synergy_Loewe=2.12, Synergy_HSA=5.04.